From a dataset of Full USPTO retrosynthesis dataset with 1.9M reactions from patents (1976-2016). Predict the reactants needed to synthesize the given product. Given the product [F:1][C:2]1[CH:3]=[CH:4][C:5]([C:8]2[C:16]3[C:11](=[CH:12][C:13]([C:17]([OH:19])=[O:18])=[CH:14][CH:15]=3)[NH:10][CH:9]=2)=[CH:6][CH:7]=1, predict the reactants needed to synthesize it. The reactants are: [F:1][C:2]1[CH:7]=[CH:6][C:5]([C:8]2[C:16]3[C:11](=[CH:12][C:13]([C:17]([O:19]C)=[O:18])=[CH:14][CH:15]=3)[NH:10][CH:9]=2)=[CH:4][CH:3]=1.O[Li].O.